Dataset: Full USPTO retrosynthesis dataset with 1.9M reactions from patents (1976-2016). Task: Predict the reactants needed to synthesize the given product. (1) The reactants are: N1C=CC=CC=1C(O)=O.P([O-])([O-])([O-])=O.[K+].[K+].[K+].Br[C:19]1[CH:24]=[CH:23][CH:22]=[CH:21][C:20]=1[CH3:25].[O:26]=[S:27]1(=[O:46])[CH2:32][CH2:31][N:30]2[CH:33]3[CH2:38][CH2:37][C:36]([C:39]4[CH:44]=[CH:43][C:42]([OH:45])=[CH:41][CH:40]=4)([C:29]2=[N:28]1)[CH2:35][CH2:34]3. Given the product [CH3:25][C:20]1[CH:21]=[CH:22][CH:23]=[CH:24][C:19]=1[O:45][C:42]1[CH:43]=[CH:44][C:39]([C:36]23[CH2:37][CH2:38][CH:33]([N:30]4[CH2:31][CH2:32][S:27](=[O:46])(=[O:26])[N:28]=[C:29]42)[CH2:34][CH2:35]3)=[CH:40][CH:41]=1, predict the reactants needed to synthesize it. (2) Given the product [C:22]([C:2]1[CH:7]=[CH:6][C:5]([C:8]2([C:12]#[N:13])[CH2:11][CH2:10][CH2:9]2)=[CH:4][CH:3]=1)(=[O:24])[CH3:23], predict the reactants needed to synthesize it. The reactants are: Br[C:2]1[CH:7]=[CH:6][C:5]([C:8]2([C:12]#[N:13])[CH2:11][CH2:10][CH2:9]2)=[CH:4][CH:3]=1.C([Li])CCC.CON(C)[C:22](=[O:24])[CH3:23].Cl. (3) Given the product [C:20]1([NH:26][C:27]([N:16]2[C:17]3[C:13](=[CH:12][C:11]([O:10][C:8]4[CH:7]=[CH:6][N:5]=[C:4]([NH2:3])[CH:9]=4)=[CH:19][CH:18]=3)[CH:14]=[CH:15]2)=[O:28])[CH:25]=[CH:24][CH:23]=[CH:22][CH:21]=1, predict the reactants needed to synthesize it. The reactants are: [H-].[Na+].[NH2:3][C:4]1[CH:9]=[C:8]([O:10][C:11]2[CH:12]=[C:13]3[C:17](=[CH:18][CH:19]=2)[NH:16][CH:15]=[CH:14]3)[CH:7]=[CH:6][N:5]=1.[C:20]1([N:26]=[C:27]=[O:28])[CH:25]=[CH:24][CH:23]=[CH:22][CH:21]=1.O. (4) Given the product [OH:20][C:17]1[N:16]=[C:15]2[C:9]3[N:8]([CH3:22])[N:7]=[C:6]([C:4]([N:3]([O:2][CH3:1])[CH3:23])=[O:5])[C:10]=3[CH2:11][CH2:12][CH2:13][C:14]2=[CH:19][N:18]=1, predict the reactants needed to synthesize it. The reactants are: [CH3:1][O:2][N:3]([CH3:23])[C:4]([C:6]1[C:10]2[CH2:11][CH2:12][CH2:13][C:14]3[C:15](=[N:16][C:17]([O:20]C)=[N:18][CH:19]=3)[C:9]=2[N:8]([CH3:22])[N:7]=1)=[O:5].[I-].[Na+].C[Si](Cl)(C)C. (5) Given the product [PH2:13][C:14]1[C:18]2[CH:19]=[CH:20][CH:21]=[CH:22][C:17]=2[S:16][CH:15]=1, predict the reactants needed to synthesize it. The reactants are: [H-].[H-].[H-].[H-].[Li+].[Al+3].C1COCC1.Cl[P:13](Cl)[C:14]1[C:18]2[CH:19]=[CH:20][CH:21]=[CH:22][C:17]=2[S:16][CH:15]=1.[OH-].[Na+]. (6) The reactants are: [F:1][C:2]1[CH:7]=[CH:6][C:5]([C:8]2[CH:9]=[C:10]([C:15]([O:17]C)=[O:16])[C:11](=[O:14])[NH:12][N:13]=2)=[CH:4][C:3]=1[CH3:19].CS(O[CH2:25][CH2:26][CH2:27][C:28]1[CH:33]=[CH:32][CH:31]=[C:30]([Cl:34])[CH:29]=1)(=O)=O. Given the product [C:15]([C:10]1[C:11](=[O:14])[N:12]([CH2:25][CH2:26][CH2:27][C:28]2[CH:33]=[CH:32][CH:31]=[C:30]([Cl:34])[CH:29]=2)[N:13]=[C:8]([C:5]2[CH:6]=[CH:7][C:2]([F:1])=[C:3]([CH3:19])[CH:4]=2)[CH:9]=1)([OH:17])=[O:16], predict the reactants needed to synthesize it.